From a dataset of Full USPTO retrosynthesis dataset with 1.9M reactions from patents (1976-2016). Predict the reactants needed to synthesize the given product. Given the product [CH2:1]([O:5][C:6]1[CH:14]=[CH:13][C:9]([C:10]([NH:22][C:23]2[CH:24]=[N:25][C:26]3[C:31]([CH:32]=2)=[CH:30][CH:29]=[CH:28][CH:27]=3)=[O:11])=[CH:8][CH:7]=1)[CH2:2][CH2:3][CH3:4], predict the reactants needed to synthesize it. The reactants are: [CH2:1]([O:5][C:6]1[CH:14]=[CH:13][C:9]([C:10](Cl)=[O:11])=[CH:8][CH:7]=1)[CH2:2][CH2:3][CH3:4].CCN(CC)CC.[NH2:22][C:23]1[CH:24]=[N:25][C:26]2[C:31]([CH:32]=1)=[CH:30][CH:29]=[CH:28][CH:27]=2.